Dataset: Full USPTO retrosynthesis dataset with 1.9M reactions from patents (1976-2016). Task: Predict the reactants needed to synthesize the given product. (1) The reactants are: [Cl:1][C:2]1[N:7]=[C:6](Cl)[CH:5]=[CH:4][N:3]=1.C(N(C(C)C)CC)(C)C.[O:18]1[CH2:23][CH2:22][N:21]([CH2:24][CH2:25][CH2:26][NH2:27])[CH2:20][CH2:19]1. Given the product [Cl:1][C:2]1[N:7]=[C:6]([NH:27][CH2:26][CH2:25][CH2:24][N:21]2[CH2:22][CH2:23][O:18][CH2:19][CH2:20]2)[CH:5]=[CH:4][N:3]=1, predict the reactants needed to synthesize it. (2) Given the product [CH3:1][N:2]1[C:6]2=[N:7][C:8]([CH2:12][CH2:17][CH2:16][CH2:15][CH2:14][CH2:27][CH2:26][CH2:25][CH2:24][CH2:23][CH2:22][CH2:21][CH2:20][CH2:19][CH2:28][CH3:29])=[CH:9][C:10]([CH3:11])=[C:5]2[CH2:4][CH2:3]1, predict the reactants needed to synthesize it. The reactants are: [CH3:1][N:2]1[C:6]2=[N:7][C:8]([CH3:12])=[CH:9][C:10]([CH3:11])=[C:5]2[CH2:4][CH2:3]1.[Li][CH2:14][CH2:15][CH2:16][CH3:17].Br[CH2:19][CH2:20][CH2:21][CH2:22][CH2:23][CH2:24][CH2:25][CH2:26][CH3:27].[CH2:28]1COC[CH2:29]1. (3) Given the product [Cl:23][C:24]1[CH:25]=[C:26]([N:30]2[C:34]([CH2:35][NH:36][C:14]([NH:13][C:10]3[CH:11]=[N:12][C:7]([N:4]4[CH2:5][CH2:6][C@H:2]([OH:1])[CH2:3]4)=[CH:8][CH:9]=3)=[O:22])=[CH:33][C:32]([C:37]([F:38])([F:39])[F:40])=[N:31]2)[CH:27]=[CH:28][CH:29]=1, predict the reactants needed to synthesize it. The reactants are: [OH:1][C@H:2]1[CH2:6][CH2:5][N:4]([C:7]2[N:12]=[CH:11][C:10]([NH:13][C:14](=[O:22])OC3C=CC=CC=3)=[CH:9][CH:8]=2)[CH2:3]1.[Cl:23][C:24]1[CH:25]=[C:26]([N:30]2[C:34]([CH2:35][NH2:36])=[CH:33][C:32]([C:37]([F:40])([F:39])[F:38])=[N:31]2)[CH:27]=[CH:28][CH:29]=1.C(N(CC)CC)C. (4) Given the product [Cl:31][C:32]1[CH:37]=[CH:36][N:35]=[C:34]([C:38]([CH:40]2[CH2:42][CH2:41]2)=[CH:2][O:3][CH3:4])[C:33]=1[O:43][CH:44]([F:46])[F:45], predict the reactants needed to synthesize it. The reactants are: [Cl-].[CH3:2][O:3][CH2:4][P+](C1C=CC=CC=1)(C1C=CC=CC=1)C1C=CC=CC=1.C1([Li])C=CC=CC=1.[Cl:31][C:32]1[CH:37]=[CH:36][N:35]=[C:34]([C:38]([CH:40]2[CH2:42][CH2:41]2)=O)[C:33]=1[O:43][CH:44]([F:46])[F:45].